This data is from Forward reaction prediction with 1.9M reactions from USPTO patents (1976-2016). The task is: Predict the product of the given reaction. (1) Given the reactants [Al+3].[Cl-].[Cl-].[Cl-].[CH3:5][N:6]1[C:15]2[C:10](=[CH:11][CH:12]=[CH:13][CH:14]=2)[C:9]([CH3:17])([CH3:16])[CH2:8][C:7]1=[O:18].[Br:19][CH2:20][C:21](Br)=[O:22].O, predict the reaction product. The product is: [Br:19][CH2:20][C:21]([C:12]1[CH:11]=[C:10]2[C:15](=[CH:14][CH:13]=1)[N:6]([CH3:5])[C:7](=[O:18])[CH2:8][C:9]2([CH3:16])[CH3:17])=[O:22]. (2) Given the reactants [CH:1]([C:3]1[C:4](=[O:10])[NH:5][C:6](=[O:9])[NH:7][CH:8]=1)=[O:2].[H-].[Na+].I[CH2:14][CH3:15].CO, predict the reaction product. The product is: [CH2:14]([N:7]1[CH:8]=[C:3]([CH:1]=[O:2])[C:4](=[O:10])[NH:5][C:6]1=[O:9])[CH3:15]. (3) The product is: [F:22][C:3]1[CH:4]=[C:5]([S:8][C:9]2[CH:18]=[CH:17][C:12]([C:13]([O:15][CH3:16])=[O:14])=[CH:11][C:10]=2[N+:19]([O-:21])=[O:20])[CH:6]=[CH:7][C:2]=1[NH:1][C:30]([O:32][CH2:33][C:34]([Cl:37])([Cl:36])[Cl:35])=[O:31]. Given the reactants [NH2:1][C:2]1[CH:7]=[CH:6][C:5]([S:8][C:9]2[CH:18]=[CH:17][C:12]([C:13]([O:15][CH3:16])=[O:14])=[CH:11][C:10]=2[N+:19]([O-:21])=[O:20])=[CH:4][C:3]=1[F:22].N1C=CC=CC=1.Cl[C:30]([O:32][CH2:33][C:34]([Cl:37])([Cl:36])[Cl:35])=[O:31], predict the reaction product. (4) Given the reactants [Cl:1][C:2]1[CH:10]=[C:9]2[C:5]([C:6]([CH2:21][CH2:22][CH3:23])=[CH:7][N:8]2[C:11]2[S:12][CH:13]=[C:14]([C:16]([O:18]CC)=[O:17])[N:15]=2)=[CH:4][CH:3]=1.[OH-].[Na+], predict the reaction product. The product is: [Cl:1][C:2]1[CH:10]=[C:9]2[C:5]([C:6]([CH2:21][CH2:22][CH3:23])=[CH:7][N:8]2[C:11]2[S:12][CH:13]=[C:14]([C:16]([OH:18])=[O:17])[N:15]=2)=[CH:4][CH:3]=1. (5) Given the reactants [F:1][C:2]1[CH:7]=[C:6]([N+:8]([O-:10])=[O:9])[CH:5]=[CH:4][C:3]=1[N:11]1[CH2:16][CH2:15][CH:14]([C:17]([O:19]C)=O)[CH2:13][CH2:12]1.[NH2:21][NH2:22].O, predict the reaction product. The product is: [F:1][C:2]1[CH:7]=[C:6]([N+:8]([O-:10])=[O:9])[CH:5]=[CH:4][C:3]=1[N:11]1[CH2:16][CH2:15][CH:14]([C:17]([NH:21][NH2:22])=[O:19])[CH2:13][CH2:12]1.